Predict the product of the given reaction. From a dataset of Forward reaction prediction with 1.9M reactions from USPTO patents (1976-2016). (1) Given the reactants [Br:1][C:2]1[CH:15]=[C:14]2[C:5]([O:6][C:7]3[C:8]([F:19])=[CH:9][C:10]([O:17][CH3:18])=[CH:11][C:12]=3[C:13]2=[O:16])=[CH:4][CH:3]=1.[CH3:20][Mg]Cl, predict the reaction product. The product is: [Br:1][C:2]1[CH:15]=[C:14]2[C:5]([O:6][C:7]3[C:8]([F:19])=[CH:9][C:10]([O:17][CH3:18])=[CH:11][C:12]=3[C:13]2([CH3:20])[OH:16])=[CH:4][CH:3]=1. (2) Given the reactants Cl.C(OC([NH:9][CH2:10][CH2:11][O:12][C:13]1[CH:43]=[CH:42][C:16]([CH2:17]/[C:18](=[C:23](\[C@H:28]2[CH2:33][CH2:32][C@@H:31]([O:34][Si](C(C)(C)C)(C)C)[CH2:30][CH2:29]2)/[C:24]([O:26][CH3:27])=[O:25])/[C:19]([O:21][CH3:22])=[O:20])=[CH:15][CH:14]=1)=O)(C)(C)C, predict the reaction product. The product is: [NH2:9][CH2:10][CH2:11][O:12][C:13]1[CH:14]=[CH:15][C:16]([CH2:17]/[C:18](=[C:23](\[C@H:28]2[CH2:33][CH2:32][C@@H:31]([OH:34])[CH2:30][CH2:29]2)/[C:24]([O:26][CH3:27])=[O:25])/[C:19]([O:21][CH3:22])=[O:20])=[CH:42][CH:43]=1. (3) Given the reactants [C:1]([OH:12])(=O)[CH2:2][CH2:3][CH2:4][CH2:5][CH2:6][CH2:7][CH2:8][CH2:9][CH3:10].Cl.[CH3:14][NH:15][O:16][CH3:17].O, predict the reaction product. The product is: [CH3:17][O:16][N:15]([CH3:14])[C:1](=[O:12])[CH2:2][CH2:3][CH2:4][CH2:5][CH2:6][CH2:7][CH2:8][CH2:9][CH3:10].